Dataset: Forward reaction prediction with 1.9M reactions from USPTO patents (1976-2016). Task: Predict the product of the given reaction. (1) Given the reactants C([N:8]1[CH2:11][CH2:10][CH:9]1[C:12]([O:14]CC1C=CC=CC=1)=[O:13])C1C=CC=CC=1.[C:30](O[C:30]([O:32][C:33]([CH3:36])([CH3:35])[CH3:34])=[O:31])([O:32][C:33]([CH3:36])([CH3:35])[CH3:34])=[O:31], predict the reaction product. The product is: [C:33]([O:32][C:30]([N:8]1[CH2:11][CH2:10][CH:9]1[C:12]([OH:14])=[O:13])=[O:31])([CH3:34])([CH3:35])[CH3:36]. (2) Given the reactants [CH3:1][C:2]1[C:7]([SH:8])=[C:6]([N+:9]([O-:11])=[O:10])[CH:5]=[CH:4][CH:3]=1.[H-].[Na+].Cl[C:15]1[C:16]([Cl:21])=[N:17][CH:18]=[CH:19][N:20]=1.P([O-])(O)(O)=O.[Na+], predict the reaction product. The product is: [CH3:1][C:2]1[C:7]([S:8][C:15]2[C:16]([Cl:21])=[N:17][CH:18]=[CH:19][N:20]=2)=[C:6]([N+:9]([O-:11])=[O:10])[CH:5]=[CH:4][CH:3]=1. (3) Given the reactants [CH:1]1([OH:10])[C:9]2[C:4](=[CH:5][CH:6]=[CH:7][CH:8]=2)[CH2:3][CH2:2]1.CN(C)CCN(C)C.[Li]CCCC.[Br:24]C(F)(F)C(F)(F)Br.C(OC(=O)C)(=O)C.[OH-].[K+], predict the reaction product. The product is: [Br:24][C:8]1[CH:7]=[CH:6][CH:5]=[C:4]2[C:9]=1[CH:1]([OH:10])[CH2:2][CH2:3]2.